From a dataset of Peptide-MHC class II binding affinity with 134,281 pairs from IEDB. Regression. Given a peptide amino acid sequence and an MHC pseudo amino acid sequence, predict their binding affinity value. This is MHC class II binding data. (1) The peptide sequence is PNTDGIHIGDSSKVT. The MHC is DRB3_0202 with pseudo-sequence DRB3_0202. The binding affinity (normalized) is 0. (2) The peptide sequence is SDAKTLVLNIKYTRP. The MHC is HLA-DQA10101-DQB10501 with pseudo-sequence HLA-DQA10101-DQB10501. The binding affinity (normalized) is 0.